From a dataset of Full USPTO retrosynthesis dataset with 1.9M reactions from patents (1976-2016). Predict the reactants needed to synthesize the given product. (1) Given the product [C:1]([O:5][C:6]([N:8]1[CH2:14][CH2:13][C:12](=[O:15])[N:11]([CH2:18][CH2:19][C:20](=[O:21])[N:22]([O:24][CH3:25])[CH3:23])[CH2:10][CH2:9]1)=[O:7])([CH3:4])([CH3:2])[CH3:3], predict the reactants needed to synthesize it. The reactants are: [C:1]([O:5][C:6]([N:8]1[CH2:14][CH2:13][C:12](=[O:15])[NH:11][CH2:10][CH2:9]1)=[O:7])([CH3:4])([CH3:3])[CH3:2].BrC[CH2:18][CH2:19][C:20]([N:22]([O:24][CH3:25])[CH3:23])=[O:21].[H-].[Na+]. (2) Given the product [CH2:1]([O:4][C@H:5]1[C:13]2[C:8](=[CH:9][C:10]([O:14][CH2:15][CH2:16][CH3:17])=[CH:11][CH:12]=2)[C@@H:7]([NH:18][CH2:31][C@@H:29]([OH:30])[C@@H:28]([NH2:32])[CH2:27][C:22]2[CH:23]=[C:24]([F:26])[CH:25]=[C:20]([F:19])[CH:21]=2)[CH2:6]1)[CH:2]=[CH2:3], predict the reactants needed to synthesize it. The reactants are: [CH2:1]([O:4][C@H:5]1[C:13]2[C:8](=[CH:9][C:10]([O:14][CH2:15][CH2:16][CH3:17])=[CH:11][CH:12]=2)[C@@H:7]([NH2:18])[CH2:6]1)[CH:2]=[CH2:3].[F:19][C:20]1[CH:21]=[C:22]([CH2:27][C@H:28]([NH:32]C(=O)OC(C)(C)C)[C@H:29]2[CH2:31][O:30]2)[CH:23]=[C:24]([F:26])[CH:25]=1. (3) Given the product [N:1]1([C:5]2[CH:6]=[CH:7][C:8]([O:11][C:12]3[CH:31]=[CH:30][CH:29]=[C:14]([CH:15]=[C:16]4[CH2:17][CH2:18][NH:19][CH2:20][CH2:21]4)[CH:13]=3)=[N:9][CH:10]=2)[CH2:2][CH2:3][CH2:4]1, predict the reactants needed to synthesize it. The reactants are: [N:1]1([C:5]2[CH:6]=[CH:7][C:8]([O:11][C:12]3[CH:13]=[C:14]([CH:29]=[CH:30][CH:31]=3)[CH:15]=[C:16]3[CH2:21][CH2:20][N:19](C(OC(C)(C)C)=O)[CH2:18][CH2:17]3)=[N:9][CH:10]=2)[CH2:4][CH2:3][CH2:2]1.C(O)(C(F)(F)F)=O. (4) Given the product [C:69]1([C:68]([N:67]2[CH2:43][CH2:44][NH:8][CH2:1][CH2:82]2)=[O:94])[C:70]2[C:71](=[CH:72][CH:73]=[CH:74][CH:75]=2)[CH:80]=[CH:81][CH:76]=1, predict the reactants needed to synthesize it. The reactants are: [C:1]([N:8]1CC[C@H](SC(C2C=CC=CC=2)(C2C=CC=CC=2)C2C=CC=CC=2)[C@@H]1C=O)(OC(C)(C)C)=O.C(N1CC[C@H:44](SC(C2C=CC=CC=2)(C2C=CC=CC=2)C2C=CC=CC=2)[C@@H:43]1[N:67]([CH3:82])[CH2:68][CH:69]([C:76]1[CH:81]=[CH:80]C=CC=1)[C:70]1[CH:75]=[CH:74][CH:73]=[CH:72][CH:71]=1)(OC(C)(C)C)=O.C1C=CC2C(=CC=CC=2C(O)=[O:94])C=1.CC1C(C)=CC=CC=1C(O)=O.